From a dataset of Forward reaction prediction with 1.9M reactions from USPTO patents (1976-2016). Predict the product of the given reaction. (1) Given the reactants [C:1]([O:5][C:6]([N:8]1[CH2:11][C:10]([O:13][C:14]2[CH:15]=[C:16]3[C:25](=[CH:26][C:27]=2[C:28]([CH3:30])=[CH2:29])[O:24][CH2:23][C:22]2[N:17]3[CH:18]([CH3:32])[C:19](=[O:31])[NH:20][N:21]=2)([CH3:12])[CH2:9]1)=[O:7])([CH3:4])([CH3:3])[CH3:2], predict the reaction product. The product is: [C:1]([O:5][C:6]([N:8]1[CH2:9][C:10]([O:13][C:14]2[CH:15]=[C:16]3[C:25](=[CH:26][C:27]=2[CH:28]([CH3:29])[CH3:30])[O:24][CH2:23][C:22]2[N:17]3[CH:18]([CH3:32])[C:19](=[O:31])[NH:20][N:21]=2)([CH3:12])[CH2:11]1)=[O:7])([CH3:4])([CH3:2])[CH3:3]. (2) Given the reactants I[CH2:2][I:3].N(OCCC(C)C)=O.NC1[C:23]([CH2:24][C:25]2[CH:30]=[C:29]([F:31])[CH:28]=[CH:27][C:26]=2[Cl:32])=[C:16]2[C:17](=[O:22])[N:18]([CH3:21])[CH2:19][CH2:20][N:15]2[N:14]=1, predict the reaction product. The product is: [Cl:32][C:26]1[CH:27]=[CH:28][C:29]([F:31])=[CH:30][C:25]=1[CH2:24][C:23]1[C:2]([I:3])=[N:14][N:15]2[CH2:20][CH2:19][N:18]([CH3:21])[C:17](=[O:22])[C:16]=12. (3) The product is: [C:2]([C:4]1([NH:7][C:8]([C@@H:10]2[CH2:14][C@@H:13]([S:15]([C:18]3[CH:23]=[CH:22][CH:21]=[CH:20][C:19]=3[Cl:24])(=[O:17])=[O:16])[CH2:12][N:11]2[CH:34]=[O:35])=[O:9])[CH2:6][CH2:5]1)#[N:3]. Given the reactants Cl.[C:2]([C:4]1([NH:7][C:8]([C@@H:10]2[CH2:14][C@@H:13]([S:15]([C:18]3[CH:23]=[CH:22][CH:21]=[CH:20][C:19]=3[Cl:24])(=[O:17])=[O:16])[CH2:12][NH:11]2)=[O:9])[CH2:6][CH2:5]1)#[N:3].C(N(CC)C(C)C)(C)C.[CH:34](OC1C=CC([N+]([O-])=O)=CC=1)=[O:35], predict the reaction product. (4) Given the reactants [CH3:1][C:2]1[N:6]=[C:5]([C:7]2[S:11][C:10]([NH2:12])=[N:9][C:8]=2[C:13]2[CH:18]=[CH:17][CH:16]=[CH:15][CH:14]=2)[O:4][N:3]=1.[O:19]1[CH:23]=[CH:22][CH:21]=[C:20]1[C:24](Cl)=[O:25], predict the reaction product. The product is: [CH3:1][C:2]1[N:6]=[C:5]([C:7]2[S:11][C:10]([NH:12][C:24]([C:20]3[O:19][CH:23]=[CH:22][CH:21]=3)=[O:25])=[N:9][C:8]=2[C:13]2[CH:14]=[CH:15][CH:16]=[CH:17][CH:18]=2)[O:4][N:3]=1. (5) Given the reactants [N+:1]([C:4]1[CH:48]=[CH:47][C:7]([C:8]([O:10][C@@H:11]2[CH2:15][C@@H:14]([C:16](=[O:28])[NH:17][C@:18]3([C:23]([O:25][CH2:26][CH3:27])=[O:24])[CH2:20][CH:19]3[CH:21]=[CH2:22])[N:13]([C:29](=[O:46])[C@@H:30]([NH:38][C:39]([O:41][C:42]([CH3:45])([CH3:44])[CH3:43])=[O:40])[CH2:31][CH2:32][CH2:33][CH2:34][CH2:35][CH:36]=[CH2:37])[CH2:12]2)=[O:9])=[CH:6][CH:5]=1)([O-:3])=[O:2].[C:49](O[C:49]([O:51][C:52]([CH3:55])([CH3:54])[CH3:53])=[O:50])([O:51][C:52]([CH3:55])([CH3:54])[CH3:53])=[O:50], predict the reaction product. The product is: [N+:1]([C:4]1[CH:48]=[CH:47][C:7]([C:8]([O:10][C@@H:11]2[CH2:15][C@@H:14]([C:16](=[O:28])[N:17]([C:49]([O:51][C:52]([CH3:55])([CH3:54])[CH3:53])=[O:50])[C@:18]3([C:23]([O:25][CH2:26][CH3:27])=[O:24])[CH2:20][CH:19]3[CH:21]=[CH2:22])[N:13]([C:29](=[O:46])[C@@H:30]([NH:38][C:39]([O:41][C:42]([CH3:45])([CH3:44])[CH3:43])=[O:40])[CH2:31][CH2:32][CH2:33][CH2:34][CH2:35][CH:36]=[CH2:37])[CH2:12]2)=[O:9])=[CH:6][CH:5]=1)([O-:3])=[O:2]. (6) Given the reactants [Br:1][C:2]1[CH:3]=[N:4][C:5](Cl)=[N:6][CH:7]=1.[CH3:9][C@H:10]1[CH2:14][CH2:13][CH2:12][NH:11]1, predict the reaction product. The product is: [Br:1][C:2]1[CH:3]=[N:4][C:5]([N:11]2[CH2:12][CH2:13][CH2:14][C@@H:10]2[CH3:9])=[N:6][CH:7]=1.